This data is from Forward reaction prediction with 1.9M reactions from USPTO patents (1976-2016). The task is: Predict the product of the given reaction. (1) The product is: [CH2:1]([C:3]1[CH:11]=[CH:10][C:9]([C:12]2[N:13]([C:23]([O:25][C:26]([CH3:29])([CH3:28])[CH3:27])=[O:24])[C:14]3[C:19]([CH:20]=2)=[CH:18][C:17]([CH2:21][NH:34][CH2:33][CH2:31][OH:32])=[CH:16][CH:15]=3)=[C:8]2[C:4]=1[CH2:5][NH:6][C:7]2=[O:30])[CH3:2]. Given the reactants [CH2:1]([C:3]1[CH:11]=[CH:10][C:9]([C:12]2[N:13]([C:23]([O:25][C:26]([CH3:29])([CH3:28])[CH3:27])=[O:24])[C:14]3[C:19]([CH:20]=2)=[CH:18][C:17]([CH:21]=O)=[CH:16][CH:15]=3)=[C:8]2[C:4]=1[CH2:5][NH:6][C:7]2=[O:30])[CH3:2].[CH2:31]([CH2:33][NH2:34])[OH:32].C(O)(=O)C.C(O[BH-](OC(=O)C)OC(=O)C)(=O)C.[Na+].Cl, predict the reaction product. (2) Given the reactants [C:1]1([CH3:13])[CH:6]=[C:5]([CH3:7])[CH:4]=[C:3]([CH3:8])[C:2]=1[S:9](Cl)(=[O:11])=[O:10].CN(C)CCCN(C)C.[NH2:23][C:24]1[N:29]=[C:28]([OH:30])[C:27]([CH2:31][C:32]2[CH:37]=[CH:36][C:35]([O:38][CH2:39][CH2:40][CH2:41][O:42][Si:43]([C:46]([CH3:49])([CH3:48])[CH3:47])([CH3:45])[CH3:44])=[CH:34][C:33]=2[O:50][CH3:51])=[C:26]([CH3:52])[N:25]=1, predict the reaction product. The product is: [CH3:13][C:1]1[CH:6]=[C:5]([CH3:7])[CH:4]=[C:3]([CH3:8])[C:2]=1[S:9]([O:30][C:28]1[C:27]([CH2:31][C:32]2[CH:37]=[CH:36][C:35]([O:38][CH2:39][CH2:40][CH2:41][O:42][Si:43]([C:46]([CH3:49])([CH3:47])[CH3:48])([CH3:44])[CH3:45])=[CH:34][C:33]=2[O:50][CH3:51])=[C:26]([CH3:52])[N:25]=[C:24]([NH2:23])[N:29]=1)(=[O:11])=[O:10]. (3) Given the reactants [Br:1][C:2]1[C:10]2[C:5](=[CH:6][CH:7]=[C:8]([C:11]([O:13]CC)=[O:12])[CH:9]=2)[N:4]([C:16]([C:29]2[CH:34]=[CH:33][CH:32]=[CH:31][CH:30]=2)([C:23]2[CH:28]=[CH:27][CH:26]=[CH:25][CH:24]=2)[C:17]2[CH:22]=[CH:21][CH:20]=[CH:19][CH:18]=2)[N:3]=1.[Li+].[OH-].Cl, predict the reaction product. The product is: [Br:1][C:2]1[C:10]2[C:5](=[CH:6][CH:7]=[C:8]([C:11]([OH:13])=[O:12])[CH:9]=2)[N:4]([C:16]([C:17]2[CH:22]=[CH:21][CH:20]=[CH:19][CH:18]=2)([C:23]2[CH:24]=[CH:25][CH:26]=[CH:27][CH:28]=2)[C:29]2[CH:34]=[CH:33][CH:32]=[CH:31][CH:30]=2)[N:3]=1.